Dataset: HIV replication inhibition screening data with 41,000+ compounds from the AIDS Antiviral Screen. Task: Binary Classification. Given a drug SMILES string, predict its activity (active/inactive) in a high-throughput screening assay against a specified biological target. (1) The drug is COC(=O)CC12C=CC3(OO1)C(C)(C)CCCC3(C)O2. The result is 0 (inactive). (2) The compound is CCOc1ccc(C=C(C#N)c2cccc(Cl)c2)cc1. The result is 0 (inactive). (3) The compound is O=C(O)CCC(O)=C1S(=O)(=O)OCCOS1(=O)=O.[NaH]. The result is 0 (inactive). (4) The molecule is CC(=NNc1ccccc1)c1sc(-c2nc(C)c(C(C)=NNc3ccccc3)s2)nc1C. The result is 0 (inactive). (5) The molecule is CC(=O)N1C(=O)C(=O)c2cc(Cl)ccc21. The result is 0 (inactive). (6) The molecule is O=c1[nH]c2ccccc2c(=O)c2cc3ccccc3cc12. The result is 0 (inactive).